From a dataset of Forward reaction prediction with 1.9M reactions from USPTO patents (1976-2016). Predict the product of the given reaction. (1) Given the reactants O[O:2][S:3]([O-:5])=O.[K+].[Cl:7][C:8]1[CH:13]=[CH:12][C:11]([NH:14][C:15]([N:17]2[C@@H:21]([C:22]([NH:24][C:25]3[CH:30]=[CH:29][C:28]([N:31]4[CH2:36][CH2:35][O:34][CH2:33][C:32]4=[O:37])=[CH:27][CH:26]=3)=[O:23])[CH2:20]S[CH2:18]2)=[O:16])=[CH:10][CH:9]=1, predict the reaction product. The product is: [Cl:7][C:8]1[CH:13]=[CH:12][C:11]([NH:14][C:15]([N:17]2[C@@H:21]([C:22]([NH:24][C:25]3[CH:30]=[CH:29][C:28]([N:31]4[CH2:36][CH2:35][O:34][CH2:33][C:32]4=[O:37])=[CH:27][CH:26]=3)=[O:23])[CH2:20][S:3](=[O:5])(=[O:2])[CH2:18]2)=[O:16])=[CH:10][CH:9]=1. (2) Given the reactants [CH3:1][C:2]([C:10]1[CH:11]=[C:12]([OH:17])[C:13](Br)=[CH:14][CH:15]=1)([CH3:9])[CH2:3][CH2:4][CH2:5][CH2:6][CH2:7][CH3:8].C(=O)([O-])[O-].[Cs+].[Cs+].C1(NC2CCCCC2)CCCCC1.[OH:37][CH2:38][C:39]1[CH:40]=[C:41](B(O)O)[CH:42]=[CH:43][CH:44]=1, predict the reaction product. The product is: [CH3:1][C:2]([C:10]1[CH:11]=[C:12]([OH:17])[C:13]([C:43]2[CH:42]=[CH:41][CH:40]=[C:39]([CH2:38][OH:37])[CH:44]=2)=[CH:14][CH:15]=1)([CH3:9])[CH2:3][CH2:4][CH2:5][CH2:6][CH2:7][CH3:8]. (3) Given the reactants BrC1C(N2CCN(C(NC3C=CC=CC=3)=O)CC2)=C2N=C(C3C=CC(N(C)C)=CC=3)NC2=NC=1.[Br:35][C:36]1[C:37]([N:46]2[CH2:51][CH2:50][N:49]([CH2:52][C:53]3[C:54]([CH3:59])=[N:55][O:56][C:57]=3[CH3:58])[CH2:48][CH2:47]2)=[C:38]([N+:43]([O-])=O)[C:39]([NH2:42])=[N:40][CH:41]=1.[O-]S(S([O-])=O)=O.[Na+].[Na+].[CH3:68][O:69][C:70]1[CH:75]=[CH:74][C:73]([CH:76]=O)=[CH:72][CH:71]=1, predict the reaction product. The product is: [Br:35][C:36]1[C:37]([N:46]2[CH2:51][CH2:50][N:49]([CH2:52][C:53]3[C:54]([CH3:59])=[N:55][O:56][C:57]=3[CH3:58])[CH2:48][CH2:47]2)=[C:38]2[N:43]=[C:76]([C:73]3[CH:74]=[CH:75][C:70]([O:69][CH3:68])=[CH:71][CH:72]=3)[NH:42][C:39]2=[N:40][CH:41]=1.